Dataset: Forward reaction prediction with 1.9M reactions from USPTO patents (1976-2016). Task: Predict the product of the given reaction. (1) Given the reactants O[CH:2]1[CH2:6][CH2:5][CH2:4][CH:3]1[C:7]([O:9][CH2:10][CH3:11])=[O:8].CCN(S(F)(F)[F:18])CC.C([O-])(O)=O.[Na+], predict the reaction product. The product is: [F:18][CH:2]1[CH2:6][CH2:5][CH2:4][CH:3]1[C:7]([O:9][CH2:10][CH3:11])=[O:8]. (2) The product is: [CH3:1][O:2][C:3](=[O:11])[C:4]1[CH:9]=[C:8]([I:29])[C:7]([NH2:10])=[N:6][CH:5]=1. Given the reactants [CH3:1][O:2][C:3](=[O:11])[C:4]1[CH:9]=[CH:8][C:7]([NH2:10])=[N:6][CH:5]=1.[B-](F)(F)(F)F.C1C=CN=CC=1.C1C=CN=CC=1.[IH2+:29], predict the reaction product. (3) Given the reactants C([O:5][C:6](=[O:29])/[CH:7]=[CH:8]/[C:9]1[CH:28]=[N:27][C:12]2[NH:13][C:14](=[O:26])[CH2:15][N:16]([CH2:18][CH2:19][N:20]3[CH2:25][CH2:24][O:23][CH2:22][CH2:21]3)[CH2:17][C:11]=2[CH:10]=1)(C)(C)C.C(O)(C(F)(F)F)=O.C(Cl)[Cl:38], predict the reaction product. The product is: [ClH:38].[N:20]1([CH2:19][CH2:18][N:16]2[CH2:17][C:11]3[CH:10]=[C:9](/[CH:8]=[CH:7]/[C:6]([OH:29])=[O:5])[CH:28]=[N:27][C:12]=3[NH:13][C:14](=[O:26])[CH2:15]2)[CH2:25][CH2:24][O:23][CH2:22][CH2:21]1. (4) The product is: [NH2:1][CH2:2][C@@H:3]1[C@H:8]([CH3:9])[CH2:7][CH2:6][CH2:5][N:4]1[C:10]([C:12]1[CH:17]=[C:16]([CH3:18])[CH:15]=[CH:14][C:13]=1[C:38]1[N:42]([CH3:43])[N:41]=[CH:40][CH:39]=1)=[O:11]. Given the reactants [NH2:1][CH2:2][C@@H:3]1[C@H:8]([CH3:9])[CH2:7][CH2:6][CH2:5][N:4]1[C:10]([C:12]1[CH:17]=[C:16]([CH3:18])[CH:15]=[CH:14][C:13]=1N1C=NC(C(F)(F)F)=N1)=[O:11].CC1C=CC([C:38]2[N:42]([CH3:43])[N:41]=[CH:40][CH:39]=2)=C(C=1)C(O)=O, predict the reaction product. (5) Given the reactants N[C:2]1[CH:10]=[C:9]([C:11]#[N:12])[CH:8]=[C:7]2[C:3]=1[C:4]1[CH:16]=[C:15]([CH3:17])[CH:14]=[N:13][C:5]=1[NH:6]2.Cl.N([O-])=O.[Na+].[I:23]I.[I-].[K+], predict the reaction product. The product is: [I:23][C:2]1[CH:10]=[C:9]([C:11]#[N:12])[CH:8]=[C:7]2[C:3]=1[C:4]1[CH:16]=[C:15]([CH3:17])[CH:14]=[N:13][C:5]=1[NH:6]2. (6) Given the reactants C1(P(C2C=CC=CC=2)C2C=CC=CC=2)C=CC=CC=1.[F:20][C:21]1[C:26]([O:27][CH3:28])=[CH:25][C:24]([O:29][CH3:30])=[C:23]([F:31])[C:22]=1[N:32]1[CH2:37][C:36]2[CH:38]=[N:39][C:40]3[N:44](S(C4C=CC=CC=4)(=O)=O)[C:43]([CH2:54]O)=[CH:42][C:41]=3[C:35]=2[N:34]([CH2:56][CH3:57])[C:33]1=[O:58].[OH:59][C:60]1[CH:65]=[CH:64][CH:63]=[CH:62][N:61]=1.N(C(OCC)=O)=NC(OCC)=O.C[O-].[Na+], predict the reaction product. The product is: [F:20][C:21]1[C:26]([O:27][CH3:28])=[CH:25][C:24]([O:29][CH3:30])=[C:23]([F:31])[C:22]=1[N:32]1[CH2:37][C:36]2[CH:38]=[N:39][C:40]3[NH:44][C:43]([CH2:54][N:61]4[CH:62]=[CH:63][CH:64]=[CH:65][C:60]4=[O:59])=[CH:42][C:41]=3[C:35]=2[N:34]([CH2:56][CH3:57])[C:33]1=[O:58]. (7) Given the reactants [CH2:1]([O:3][C:4]([C:6]1[C:11](O)=[CH:10][C:9](=[O:13])[N:8]([CH2:14][CH2:15][CH3:16])[C:7]=1[CH3:17])=[O:5])[CH3:2].P(Cl)(Cl)([Cl:20])=O.C(N(CC)CC)C, predict the reaction product. The product is: [CH2:1]([O:3][C:4]([C:6]1[C:11]([Cl:20])=[CH:10][C:9](=[O:13])[N:8]([CH2:14][CH2:15][CH3:16])[C:7]=1[CH3:17])=[O:5])[CH3:2].